Dataset: Reaction yield outcomes from USPTO patents with 853,638 reactions. Task: Predict the reaction yield, written as a fraction of the theoretical maximum amount of product (1.0 means a 100% yield; for example, 0.34 means a 34% yield). (1) The reactants are Br[C:2]1[N:3]=[CH:4][C:5]([NH:8][C:9](=[O:28])[C@@H:10]([C:17]2[CH:22]=[CH:21][C:20]([S:23]([CH3:26])(=[O:25])=[O:24])=[C:19]([Cl:27])[CH:18]=2)[CH2:11][CH:12]2[CH2:16][CH2:15][CH2:14][CH2:13]2)=[N:6][CH:7]=1.C(N(CC)C(C)C)(C)C.[CH3:38][O:39][CH2:40][C:41]#[CH:42]. The catalyst is C1(C)C=CC=CC=1.Cl[Pd](Cl)([P](C1C=CC=CC=1)(C1C=CC=CC=1)C1C=CC=CC=1)[P](C1C=CC=CC=1)(C1C=CC=CC=1)C1C=CC=CC=1.[Cu]I. The product is [Cl:27][C:19]1[CH:18]=[C:17]([C@@H:10]([CH2:11][CH:12]2[CH2:16][CH2:15][CH2:14][CH2:13]2)[C:9]([NH:8][C:5]2[CH:4]=[N:3][C:2]([C:42]#[C:41][CH2:40][O:39][CH3:38])=[CH:7][N:6]=2)=[O:28])[CH:22]=[CH:21][C:20]=1[S:23]([CH3:26])(=[O:25])=[O:24]. The yield is 0.695. (2) The reactants are [CH3:1][O:2][C:3]1[C:12]2[CH2:13][NH:14][C:15](=[O:16])[C:11]=2[C:10]([O:17][CH2:18][C:19]2[CH:24]=[CH:23][C:22]([O:25][CH3:26])=[CH:21][CH:20]=2)=[C:9]2[C:4]=1[CH:5]=[CH:6][CH:7]=[N:8]2.[H-].[Na+].[F:29][C:30]([F:40])([F:39])[C:31]1[CH:38]=[CH:37][C:34]([CH2:35]Br)=[CH:33][CH:32]=1. The catalyst is CN(C)C=O. The product is [CH3:1][O:2][C:3]1[C:12]2[CH2:13][N:14]([CH2:35][C:34]3[CH:33]=[CH:32][C:31]([C:30]([F:29])([F:39])[F:40])=[CH:38][CH:37]=3)[C:15](=[O:16])[C:11]=2[C:10]([O:17][CH2:18][C:19]2[CH:24]=[CH:23][C:22]([O:25][CH3:26])=[CH:21][CH:20]=2)=[C:9]2[C:4]=1[CH:5]=[CH:6][CH:7]=[N:8]2. The yield is 0.350. (3) The reactants are [O:1]1[C:5]2[CH:6]=[CH:7][C:8]([C:10]3[S:11][CH:12]=[C:13]([C:15]([OH:17])=O)[N:14]=3)=[CH:9][C:4]=2[CH2:3][CH2:2]1.[CH3:18][S:19][C:20]1[N:24]=[C:23]([NH2:25])[NH:22][N:21]=1.N1C=CC=CC=1. The catalyst is S(Cl)(Cl)=O. The product is [O:1]1[C:5]2[CH:6]=[CH:7][C:8]([C:10]3[S:11][CH:12]=[C:13]([C:15]([NH:25][C:23]4[NH:24][C:20]([S:19][CH3:18])=[N:21][N:22]=4)=[O:17])[N:14]=3)=[CH:9][C:4]=2[CH2:3][CH2:2]1. The yield is 0.360.